Predict the reaction yield, written as a fraction of the theoretical maximum amount of product (1.0 means a 100% yield; for example, 0.34 means a 34% yield). From a dataset of Reaction yield outcomes from USPTO patents with 853,638 reactions. (1) The reactants are [CH2:1]([N:4]([CH3:16])[CH2:5][C:6]#[C:7][C@H:8]1[CH2:13][CH2:12][C@H:11]([NH:14][CH3:15])[CH2:10][CH2:9]1)[CH:2]=[CH2:3].[CH:17]1[C:22]([O:23][C:24](Cl)=[O:25])=[CH:21][CH:20]=[C:19]([Cl:27])[CH:18]=1. The catalyst is O1CCOCC1.C([O-])(O)=O.[Na+].CCOCC. The product is [Cl:27][C:19]1[CH:20]=[CH:21][C:22]([O:23][C:24](=[O:25])[N:14]([C@H:11]2[CH2:12][CH2:13][C@H:8]([C:7]#[C:6][CH2:5][N:4]([CH2:1][CH:2]=[CH2:3])[CH3:16])[CH2:9][CH2:10]2)[CH3:15])=[CH:17][CH:18]=1. The yield is 0.610. (2) The reactants are [Li]CCCC.[CH3:6][N:7]1[C:11]([CH3:12])=[N:10][N:9]=[C:8]1[C:13]1[CH:18]=[CH:17][N:16]=[CH:15][CH:14]=1.Br[CH:20]([C:22]1[N:26]=[C:25]([C:27]2[CH:32]=[CH:31][CH:30]=[C:29]([Cl:33])[CH:28]=2)[O:24][N:23]=1)[CH3:21]. The catalyst is C1COCC1. The product is [Cl:33][C:29]1[CH:28]=[C:27]([C:25]2[O:24][N:23]=[C:22]([CH:20]([CH3:21])[CH2:12][C:11]3[N:7]([CH3:6])[C:8]([C:13]4[CH:18]=[CH:17][N:16]=[CH:15][CH:14]=4)=[N:9][N:10]=3)[N:26]=2)[CH:32]=[CH:31][CH:30]=1. The yield is 0.100.